From a dataset of Catalyst prediction with 721,799 reactions and 888 catalyst types from USPTO. Predict which catalyst facilitates the given reaction. (1) Reactant: [F:1][C:2]1[CH:9]=[CH:8][C:5]([C:6]#[N:7])=[C:4]([N:10]2[N:14]=[CH:13][CH:12]=[N:11]2)[CH:3]=1.[ClH:15]. Product: [ClH:15].[F:1][C:2]1[CH:9]=[CH:8][C:5]([CH2:6][NH2:7])=[C:4]([N:10]2[N:14]=[CH:13][CH:12]=[N:11]2)[CH:3]=1. The catalyst class is: 29. (2) Reactant: [NH2:1][C:2]1[C:11]2[C:6](=[CH:7][CH:8]=[C:9]([C:12]([NH:14][C:15]3[CH:20]=[CH:19][C:18]([CH2:21][NH2:22])=[CH:17][CH:16]=3)=[O:13])[CH:10]=2)[N:5]=[C:4]([CH3:23])[CH:3]=1.[Cl:24][C:25]1[CH:30]=[C:29]([C:31](O)=[O:32])[CH:28]=[CH:27][N:26]=1.C(N(CC)CC)C.C1CN([P+](Br)(N2CCCC2)N2CCCC2)CC1.F[P-](F)(F)(F)(F)F. Product: [NH2:1][C:2]1[C:11]2[C:6](=[CH:7][CH:8]=[C:9]([C:12]([NH:14][C:15]3[CH:20]=[CH:19][C:18]([CH2:21][NH:22][C:31]([C:29]4[CH:28]=[CH:27][N:26]=[C:25]([Cl:24])[CH:30]=4)=[O:32])=[CH:17][CH:16]=3)=[O:13])[CH:10]=2)[N:5]=[C:4]([CH3:23])[CH:3]=1. The catalyst class is: 4. (3) Reactant: [OH:1][CH2:2][CH2:3][N:4]([C:35]1[CH:40]=[CH:39][CH:38]=[CH:37][CH:36]=1)[C:5]1[C:6]2[CH2:27][N:26](C(OC(C)(C)C)=O)[CH2:25][CH2:24][C:7]=2[N:8]=[C:9]([NH:11][C:12]2[CH:17]=[CH:16][C:15]([C:18]3[CH:19]=[N:20][N:21]([CH3:23])[CH:22]=3)=[CH:14][CH:13]=2)[N:10]=1.Cl. Product: [CH3:23][N:21]1[CH:22]=[C:18]([C:15]2[CH:14]=[CH:13][C:12]([NH:11][C:9]3[N:10]=[C:5]([N:4]([C:35]4[CH:40]=[CH:39][CH:38]=[CH:37][CH:36]=4)[CH2:3][CH2:2][OH:1])[C:6]4[CH2:27][NH:26][CH2:25][CH2:24][C:7]=4[N:8]=3)=[CH:17][CH:16]=2)[CH:19]=[N:20]1. The catalyst class is: 5. (4) Reactant: Br[C:2]1[CH:7]=[C:6]([O:8][CH2:9][C:10]2[CH:15]=[CH:14][C:13]([O:16][CH3:17])=[CH:12][CH:11]=2)[CH:5]=[CH:4][C:3]=1[N+:18]([O-:20])=[O:19].[CH2:21](B(O)O)[CH3:22].[O-]P([O-])([O-])=O.[K+].[K+].[K+]. Product: [CH2:21]([C:2]1[CH:7]=[C:6]([O:8][CH2:9][C:10]2[CH:15]=[CH:14][C:13]([O:16][CH3:17])=[CH:12][CH:11]=2)[CH:5]=[CH:4][C:3]=1[N+:18]([O-:20])=[O:19])[CH3:22]. The catalyst class is: 75. (5) Reactant: P(Br)(Br)[Br:2].O[CH2:6][C:7]1[CH:12]=[CH:11][C:10]([CH2:13][CH2:14][NH:15][C:16]([C:18]2[CH:23]=[CH:22][C:21]([C:24]3[CH:29]=[CH:28][C:27]([Cl:30])=[CH:26][CH:25]=3)=[CH:20][CH:19]=2)=[O:17])=[CH:9][CH:8]=1. Product: [Br:2][CH2:6][C:7]1[CH:12]=[CH:11][C:10]([CH2:13][CH2:14][NH:15][C:16]([C:18]2[CH:23]=[CH:22][C:21]([C:24]3[CH:29]=[CH:28][C:27]([Cl:30])=[CH:26][CH:25]=3)=[CH:20][CH:19]=2)=[O:17])=[CH:9][CH:8]=1. The catalyst class is: 2. (6) Reactant: [F:1][C:2]([F:24])([F:23])[C:3]1[CH:8]=[CH:7][C:6]([C:9]2[O:13][C:12]([C:14]3[CH:22]=[CH:21][C:17]([C:18](O)=[O:19])=[CH:16][CH:15]=3)=[CH:11][CH:10]=2)=[CH:5][CH:4]=1.C[N:26](C)C=O.C(Cl)(=O)C(Cl)=O. Product: [F:1][C:2]([F:24])([F:23])[C:3]1[CH:8]=[CH:7][C:6]([C:9]2[O:13][C:12]([C:14]3[CH:22]=[CH:21][C:17]([C:18]([NH2:26])=[O:19])=[CH:16][CH:15]=3)=[CH:11][CH:10]=2)=[CH:5][CH:4]=1. The catalyst class is: 7.